Dataset: Catalyst prediction with 721,799 reactions and 888 catalyst types from USPTO. Task: Predict which catalyst facilitates the given reaction. (1) Reactant: FC(F)(F)C(O)=O.C(OC(=O)[NH:14][CH:15]1[CH2:20][CH2:19][N:18]([CH2:21][CH:22]2[CH2:35][C:34]3[C:33]4[C:28](=[CH:29][CH:30]=[C:31]([O:36][CH3:37])[CH:32]=4)[N:27]=[CH:26][C:25]=3[O:24][CH2:23]2)[CH2:17][CH2:16]1)(C)(C)C. Product: [CH3:37][O:36][C:31]1[CH:32]=[C:33]2[C:28](=[CH:29][CH:30]=1)[N:27]=[CH:26][C:25]1[O:24][CH2:23][CH:22]([CH2:21][N:18]3[CH2:19][CH2:20][CH:15]([NH2:14])[CH2:16][CH2:17]3)[CH2:35][C:34]2=1. The catalyst class is: 4. (2) Reactant: [NH2:1][CH2:2][CH2:3][C:4]1[CH:9]=[CH:8][C:7]([S:10]([NH2:13])(=[O:12])=[O:11])=[CH:6][CH:5]=1.[C:14]1(=[O:20])[O:19][C:17](=[O:18])[CH2:16][CH2:15]1. Product: [O:20]=[C:14]([NH:1][CH2:2][CH2:3][C:4]1[CH:5]=[CH:6][C:7]([S:10](=[O:11])(=[O:12])[NH2:13])=[CH:8][CH:9]=1)[CH2:15][CH2:16][C:17]([OH:19])=[O:18]. The catalyst class is: 12. (3) Reactant: [NH2:1][C:2]1[CH:7]=[CH:6][C:5]([N+:8]([O-:10])=[O:9])=[CH:4][N:3]=1.[C:11]1(=O)[O:16][C:14](=[O:15])[C:13]2=[CH:17][CH:18]=[CH:19][CH:20]=[C:12]12. The catalyst class is: 3. Product: [N+:8]([C:5]1[CH:6]=[CH:7][C:2]([N:1]2[C:14](=[O:15])[C:13]3[C:12](=[CH:20][CH:19]=[CH:18][CH:17]=3)[C:11]2=[O:16])=[N:3][CH:4]=1)([O-:10])=[O:9]. (4) Reactant: [CH2:1]([C:3]1([CH2:22][CH3:23])[C:8]2[CH:9]=[C:10](/[C:13](/[CH2:18][CH2:19][CH3:20])=[CH:14]/[C:15]([NH2:17])=O)[CH:11]=[CH:12][C:7]=2[NH:6][C:5](=[O:21])[O:4]1)[CH3:2].S(Cl)(Cl)=O. Product: [CH2:22]([C:3]1([CH2:1][CH3:2])[C:8]2[CH:9]=[C:10](/[C:13](/[CH2:18][CH2:19][CH3:20])=[CH:14]/[C:15]#[N:17])[CH:11]=[CH:12][C:7]=2[NH:6][C:5](=[O:21])[O:4]1)[CH3:23]. The catalyst class is: 12. (5) Reactant: Cl[C:2]1[N:7]2[N:8]=[C:9]([C:11]3[CH:16]=[CH:15][CH:14]=[CH:13][C:12]=3[C:17]([F:20])([F:19])[F:18])[CH:10]=[C:6]2[N:5]=[CH:4][CH:3]=1.[CH3:21][OH:22].C(N(CC)CC)C.CN([CH:33]=[O:34])C. Product: [F:18][C:17]([F:20])([F:19])[C:12]1[CH:13]=[CH:14][CH:15]=[CH:16][C:11]=1[C:9]1[CH:10]=[C:6]2[N:5]=[CH:4][CH:3]=[C:2]([C:21]([O:34][CH3:33])=[O:22])[N:7]2[N:8]=1. The catalyst class is: 140. (6) Reactant: [Cl:1][C:2]1[CH:7]=[CH:6][C:5]([CH2:8]/[C:9](=[N:11]\[S@:12]([C:14]([CH3:17])([CH3:16])[CH3:15])=[O:13])/[CH3:10])=[C:4]([O:18][CH3:19])[CH:3]=1.[BH4-].[Na+]. Product: [Cl:1][C:2]1[CH:7]=[CH:6][C:5]([CH2:8][C@H:9]([NH:11][S@:12]([C:14]([CH3:16])([CH3:15])[CH3:17])=[O:13])[CH3:10])=[C:4]([O:18][CH3:19])[CH:3]=1. The catalyst class is: 20. (7) Reactant: [OH:1][C:2]1[C:11]2[C:6](=[CH:7][CH:8]=[CH:9][CH:10]=2)[C:5]([CH:12]=[O:13])=[CH:4][CH:3]=1.Cl[C:15]1[CH:20]=[C:19]([C:21]#[N:22])[CH:18]=[CH:17][N:16]=1.C([O-])([O-])=[O:24].[K+].[K+]. Product: [CH:12]([C:5]1[C:6]2[C:11](=[CH:10][CH:9]=[CH:8][CH:7]=2)[C:2]([O:1][C:15]2[CH:20]=[C:19]([CH:18]=[CH:17][N:16]=2)[C:21]([NH2:22])=[O:24])=[CH:3][CH:4]=1)=[O:13]. The catalyst class is: 31. (8) Reactant: [CH:1]1([NH:6][C@H:7]([C@H:9]2[O:17][C@H:16]3[C@H:12]([N:13]=[C:14]([N:18](C)[C:19](=O)OC(C)(C)C)[S:15]3)[C@@H:11]([O:27]CC3C=CC(OC)=CC=3)[C@@H:10]2[O:37]CC2C=CC(OC)=CC=2)[CH3:8])[CH2:5][CH2:4][CH2:3][CH2:2]1.C(O)(C(F)(F)F)=O.CO.[NH4+].[OH-]. Product: [CH:1]1([NH:6][C@@H:7]([C@H:9]2[O:17][C@H:16]3[C@H:12]([N:13]=[C:14]([NH:18][CH3:19])[S:15]3)[C@@H:11]([OH:27])[C@@H:10]2[OH:37])[CH3:8])[CH2:5][CH2:4][CH2:3][CH2:2]1. The catalyst class is: 4. (9) Reactant: ClC(N(C)C)=C(C)C.[CH3:9][N:10]([CH3:37])[C:11]([C:13]1[N:14]=[CH:15][C:16]([O:19][C:20]2[CH:21]=[C:22]([CH:26]=[C:27]([O:29][C@H:30]3[CH2:34][CH2:33][N:32]([CH3:35])[C:31]3=[O:36])[CH:28]=2)[C:23](O)=[O:24])=[N:17][CH:18]=1)=[O:12].[CH3:38][C:39]1[N:43]=[C:42]([NH2:44])[S:41][N:40]=1.N1C=CC=CC=1. Product: [CH3:37][N:10]([CH3:9])[C:11]([C:13]1[CH:18]=[N:17][C:16]([O:19][C:20]2[CH:21]=[C:22]([C:23](=[O:24])[NH:44][C:42]3[S:41][N:40]=[C:39]([CH3:38])[N:43]=3)[CH:26]=[C:27]([O:29][C@H:30]3[CH2:34][CH2:33][N:32]([CH3:35])[C:31]3=[O:36])[CH:28]=2)=[CH:15][N:14]=1)=[O:12]. The catalyst class is: 2.